This data is from Forward reaction prediction with 1.9M reactions from USPTO patents (1976-2016). The task is: Predict the product of the given reaction. Given the reactants C(Cl)(=O)C(Cl)=O.C(=O)=O.CC(C)=O.[CH2:14]([N:21]1[CH2:26][CH2:25][CH2:24][CH2:23][C@H:22]1[CH2:27]O)[C:15]1[CH:20]=[CH:19][CH:18]=[CH:17][CH:16]=1.[CH2:29]([NH2:36])[C:30]1[CH:35]=[CH:34][CH:33]=[CH:32][CH:31]=1.C(O[BH-](OC(=O)C)OC(=O)C)(=O)C.[Na+].C(=O)([O-])O.[Na+], predict the reaction product. The product is: [CH2:29]([NH:36][CH2:27][C@@H:22]1[CH2:23][CH2:24][CH2:25][CH2:26][N:21]1[CH2:14][C:15]1[CH:20]=[CH:19][CH:18]=[CH:17][CH:16]=1)[C:30]1[CH:35]=[CH:34][CH:33]=[CH:32][CH:31]=1.